From a dataset of Peptide-MHC class I binding affinity with 185,985 pairs from IEDB/IMGT. Regression. Given a peptide amino acid sequence and an MHC pseudo amino acid sequence, predict their binding affinity value. This is MHC class I binding data. (1) The MHC is HLA-B40:01 with pseudo-sequence HLA-B40:01. The peptide sequence is LEVSFGSVI. The binding affinity (normalized) is 0.872. (2) The peptide sequence is RTLLGLILFV. The MHC is HLA-A03:01 with pseudo-sequence HLA-A03:01. The binding affinity (normalized) is 0.391. (3) The peptide sequence is GTLSYDNLK. The MHC is HLA-B07:02 with pseudo-sequence HLA-B07:02. The binding affinity (normalized) is 0.0847. (4) The peptide sequence is VPADHRLAF. The MHC is HLA-B18:01 with pseudo-sequence HLA-B18:01. The binding affinity (normalized) is 0.409. (5) The peptide sequence is RNNDPTLPY. The MHC is HLA-A02:12 with pseudo-sequence HLA-A02:12. The binding affinity (normalized) is 0.0847.